Predict the reaction yield, written as a fraction of the theoretical maximum amount of product (1.0 means a 100% yield; for example, 0.34 means a 34% yield). From a dataset of Reaction yield outcomes from USPTO patents with 853,638 reactions. (1) The reactants are [Cl:1][C:2]1[CH:7]=[CH:6][N:5]=[C:4]([N:8]2[CH2:20][CH2:19][N:11]3[C:12]4[CH2:13][CH2:14][CH2:15][CH2:16][C:17]=4[CH:18]=[C:10]3[C:9]2=[O:21])[C:3]=1[CH2:22][OH:23].C(N(CC)CC)C.[C:31](Cl)(=[O:33])[CH3:32]. The catalyst is ClCCl. The product is [C:31]([O:23][CH2:22][C:3]1[C:4]([N:8]2[CH2:20][CH2:19][N:11]3[C:12]4[CH2:13][CH2:14][CH2:15][CH2:16][C:17]=4[CH:18]=[C:10]3[C:9]2=[O:21])=[N:5][CH:6]=[CH:7][C:2]=1[Cl:1])(=[O:33])[CH3:32]. The yield is 0.940. (2) The reactants are C(N1CC[C@@H](O)[C@H]1C(O)=O)(OC(C)(C)C)=O.CC(C)([O-])C.[K+].Cl[C:24]1[C:33]2[C:28](=[CH:29][C:30](OC)=[CH:31][CH:32]=2)[CH:27]=[CH:26][N:25]=1. The catalyst is CS(C)=O. The product is [CH:24]1[C:33]2[C:28](=[CH:29][CH:30]=[CH:31][CH:32]=2)[CH:27]=[CH:26][N:25]=1. The yield is 0.990. (3) The reactants are [CH:1]([N:4]1[C@@H:9]([CH3:10])[C:8](=[O:11])[NH:7][C:6]2[CH:12]=[C:13]([C:16](OC)=[O:17])[CH:14]=[N:15][C:5]1=2)([CH3:3])[CH3:2].[H-].[Na+].[H-].[H-].[H-].[H-].[Li+].[Al+3]. The catalyst is C1COCC1. The product is [OH:17][CH2:16][C:13]1[CH:14]=[N:15][C:5]2[N:4]([CH:1]([CH3:2])[CH3:3])[C@@H:9]([CH3:10])[C:8](=[O:11])[NH:7][C:6]=2[CH:12]=1. The yield is 0.520. (4) The reactants are C([O:4][CH2:5][CH:6]=[C:7]([CH3:16])[CH2:8][CH2:9][CH:10]=[C:11]([CH3:15])[C:12]([OH:14])=[O:13])(=O)C.C(=O)([O-])[O-].[K+].[K+].C(Cl)Cl.Cl. The catalyst is CO.O. The product is [OH:4][CH2:5][CH:6]=[C:7]([CH3:16])[CH2:8][CH2:9][CH:10]=[C:11]([CH3:15])[C:12]([OH:14])=[O:13]. The yield is 0.590. (5) The reactants are [CH2:1]([C:4]1[C:9]2[N:10]=[C:11]([C:23]3[CH:28]=[CH:27][N:26]=[CH:25][CH:24]=3)[N:12]=[C:13]([N:14]3[CH2:19][CH2:18][N:17](C(O)=O)[CH2:16][CH2:15]3)[C:8]=2[CH:7]=[CH:6][N:5]=1)[CH2:2][CH3:3].Cl. The catalyst is C(Cl)Cl. The product is [N:14]1([C:13]2[C:8]3[CH:7]=[CH:6][N:5]=[C:4]([CH2:1][CH2:2][CH3:3])[C:9]=3[N:10]=[C:11]([C:23]3[CH:24]=[CH:25][N:26]=[CH:27][CH:28]=3)[N:12]=2)[CH2:15][CH2:16][NH:17][CH2:18][CH2:19]1. The yield is 0.750. (6) The reactants are [C:1]([O:4][C@@H:5]1[C@@H:10]([O:11][C:12](=[O:14])[CH3:13])[C@H:9]([O:15][C:16](=[O:18])[CH3:17])[C@@H:8]([O:19]/[C:20](/[C:29]([O:31][CH2:32]C)=[O:30])=[CH:21]\[C:22]2[CH:27]=[CH:26][CH:25]=[CH:24][C:23]=2[F:28])[O:7][C@H:6]1[CH2:34][O:35][C:36](=[O:38])[CH3:37])(=[O:3])[CH3:2].[Cl:39]C1C=CC=C(F)C=1CC(=O)C(OC)=O.[H-].[Na+].[Br-].C(O[C@@H]1[C@@H](OC(=O)C)[C@H](OC(=O)C)[C@@H](COC(=O)C)O[C@@H]1O)(=O)C. No catalyst specified. The product is [C:1]([O:4][C@@H:5]1[C@@H:10]([O:11][C:12](=[O:14])[CH3:13])[C@H:9]([O:15][C:16](=[O:18])[CH3:17])[C@@H:8]([O:19]/[C:20](/[C:29]([O:31][CH3:32])=[O:30])=[CH:21]\[C:22]2[C:23]([F:28])=[CH:24][CH:25]=[CH:26][C:27]=2[Cl:39])[O:7][C@H:6]1[CH2:34][O:35][C:36](=[O:38])[CH3:37])(=[O:3])[CH3:2]. The yield is 0.0800.